This data is from Reaction yield outcomes from USPTO patents with 853,638 reactions. The task is: Predict the reaction yield, written as a fraction of the theoretical maximum amount of product (1.0 means a 100% yield; for example, 0.34 means a 34% yield). The reactants are [C:1]([O:5][C:6]([N:8]1[CH2:13][CH2:12][N:11]([C:14]2C(=O)N(CC(C)C)N=C(C3C=CC(C)=C(F)C=3)C=2C)[CH2:10][CH2:9]1)=[O:7])([CH3:4])([CH3:3])[CH3:2].[F:34][C:35]1[CH:36]=[C:37]([C:43]2[C:44](C)=[C:45](OS(C)(=O)=O)[C:46](=[O:53])[N:47]([CH2:49][CH:50]([CH3:52])[CH3:51])[N:48]=2)[CH:38]=[CH:39][C:40]=1[O:41][CH3:42].N1(C(OC(C)(C)C)=O)CCNCC1. No catalyst specified. The product is [C:1]([O:5][C:6]([N:8]1[CH2:13][CH2:12][N:11]([CH2:14][C:45]2[C:46](=[O:53])[N:47]([CH2:49][CH:50]([CH3:51])[CH3:52])[N:48]=[C:43]([C:37]3[CH:38]=[CH:39][C:40]([O:41][CH3:42])=[C:35]([F:34])[CH:36]=3)[CH:44]=2)[CH2:10][CH2:9]1)=[O:7])([CH3:4])([CH3:3])[CH3:2]. The yield is 0.943.